Task: Predict which catalyst facilitates the given reaction.. Dataset: Catalyst prediction with 721,799 reactions and 888 catalyst types from USPTO (1) Reactant: [Br:1][C:2]1[CH:3]=[C:4]([C@:9]([NH:21]S(C(C)(C)C)=O)([CH3:20])[CH2:10][S:11]([C:14]2([C:18]#[N:19])[CH2:17][CH2:16][CH2:15]2)(=[O:13])=[O:12])[C:5]([F:8])=[N:6][CH:7]=1.Cl.C(OCC)C. Product: [NH2:21][C@@:9]([C:4]1[C:5]([F:8])=[N:6][CH:7]=[C:2]([Br:1])[CH:3]=1)([CH3:20])[CH2:10][S:11]([C:14]1([C:18]#[N:19])[CH2:17][CH2:16][CH2:15]1)(=[O:13])=[O:12]. The catalyst class is: 5. (2) Reactant: [Cl:1][C:2]1[CH:7]=[CH:6][C:5]([N:8]=[C:9](Cl)[C:10]([F:13])([F:12])[F:11])=[CH:4][CH:3]=1.[N-:15]=[N+:16]=[N-:17].[Na+].Cl.C(N(CC)CC)C. Product: [Cl:1][C:2]1[CH:7]=[CH:6][C:5]([N:8]2[C:9]([C:10]([F:13])([F:12])[F:11])=[N:17][N:16]=[N:15]2)=[CH:4][CH:3]=1. The catalyst class is: 11. (3) Reactant: [F:1][C:2]([F:29])([F:28])[C:3]1[C:12]([O:13][C@H:14]2[CH2:19][CH2:18][C@@H:17]([C:20]([F:23])([F:22])[F:21])[CH2:16][CH2:15]2)=[CH:11][CH:10]=[C:9]2[C:4]=1[CH:5]=[CH:6][C:7]([CH2:24][C:25]([OH:27])=O)=[CH:8]2.CN(C(ON1N=N[C:40]2[CH:41]=[CH:42][CH:43]=[N:44][C:39]1=2)=[N+](C)C)C.F[P-](F)(F)(F)(F)F.[OH2:54]. Product: [F:1][C:2]([F:29])([F:28])[C:3]1[C:12]([O:13][C@H:14]2[CH2:15][CH2:16][C@@H:17]([C:20]([F:23])([F:21])[F:22])[CH2:18][CH2:19]2)=[CH:11][CH:10]=[C:9]2[C:4]=1[CH:5]=[CH:6][C:7]([CH2:24][C:25]([N:44]1[CH:43]3[CH2:42][CH2:41][CH2:40][CH:39]1[CH2:2][CH:3]([C:12]([O:13][CH3:14])=[O:54])[CH2:4]3)=[O:27])=[CH:8]2. The catalyst class is: 2. (4) Reactant: [OH-:1].[Na+:2].Cl[S:4]([CH2:7][CH2:8][CH2:9][CH2:10][CH2:11][CH2:12][CH2:13][CH2:14][S:15]([O:18][C:19]1[CH:24]=[CH:23][C:22]([C:25]([F:28])([F:27])[F:26])=[CH:21][CH:20]=1)(=[O:17])=[O:16])(=[O:6])=[O:5]. Product: [Na+:2].[CH2:14]([S:15]([O:18][C:19]1[CH:24]=[CH:23][C:22]([C:25]([F:28])([F:27])[F:26])=[CH:21][CH:20]=1)(=[O:17])=[O:16])[CH2:13][CH2:12][CH2:11][CH2:10][CH2:9][CH2:8][CH2:7][S:4]([O-:1])(=[O:6])=[O:5]. The catalyst class is: 1. (5) Reactant: [OH:1][C@H:2]1[C@H:6]2[CH2:7][N:8]([C:11]([O:13][C:14]([CH3:17])([CH3:16])[CH3:15])=[O:12])[CH2:9][CH2:10][N:5]2[CH2:4][CH2:3]1.Cl[C:19]1[CH:24]=[CH:23][C:22]([Cl:25])=[CH:21][N:20]=1.CC(C)([O-])C.[K+]. Product: [Cl:25][C:22]1[CH:23]=[CH:24][C:19]([O:1][C@H:2]2[C@H:6]3[CH2:7][N:8]([C:11]([O:13][C:14]([CH3:17])([CH3:16])[CH3:15])=[O:12])[CH2:9][CH2:10][N:5]3[CH2:4][CH2:3]2)=[N:20][CH:21]=1. The catalyst class is: 7. (6) Reactant: [Cl:1][C:2]1[CH:12]=[C:11]([Cl:13])[CH:10]=[CH:9][C:3]=1[O:4][CH2:5][C:6]([OH:8])=O.[CH3:14][O:15][C:16](=[O:24])[C:17]1[CH:22]=[CH:21][CH:20]=[CH:19][C:18]=1[NH2:23].F[P-](F)(F)(F)(F)F.N1(O[P+](N2CCCC2)(N2CCCC2)N2CCCC2)C2C=CC=CC=2N=N1.C(N(CC)C(C)C)(C)C. Product: [CH3:14][O:15][C:16](=[O:24])[C:17]1[CH:22]=[CH:21][CH:20]=[CH:19][C:18]=1[NH:23][C:6](=[O:8])[CH2:5][O:4][C:3]1[CH:9]=[CH:10][C:11]([Cl:13])=[CH:12][C:2]=1[Cl:1]. The catalyst class is: 3. (7) Reactant: C(O[CH:5]1[CH2:10][CH2:9][CH2:8][CH2:7][O:6]1)C#C.[Li]CCCC.[NH4+].[Cl-].[CH3:18][C:19]1[CH:20]=[CH:21][C:22](S(O)(=O)=O)=[CH:23][CH:24]=1.O.C([O-])(O)=O.[Na+]. Product: [CH2:20]([C@H:19]1[CH2:18][C@@H:5]1[CH2:10][C:9]#[C:8][CH2:7][OH:6])[CH2:21][CH2:22][CH2:23][CH3:24]. The catalyst class is: 134. (8) The catalyst class is: 39. Reactant: [CH:1]1([NH:4][C:5]2[N:10]3[N:11]=[CH:12][C:13]([CH:14]=[O:15])=[C:9]3[N:8]=[C:7]([C:16]3[S:20][C:19]([C:21](O)=[O:22])=[CH:18][CH:17]=3)[CH:6]=2)[CH2:3][CH2:2]1.CCN=C=NCCCN(C)C.CCN(CC)CC.C1C=CC2N(O)N=NC=2C=1.[CH3:52][O:53][CH2:54][CH2:55][CH2:56][NH2:57]. Product: [CH:1]1([NH:4][C:5]2[N:10]3[N:11]=[CH:12][C:13]([CH:14]=[O:15])=[C:9]3[N:8]=[C:7]([C:16]3[S:20][C:19]([C:21]([NH:57][CH2:56][CH2:55][CH2:54][O:53][CH3:52])=[O:22])=[CH:18][CH:17]=3)[CH:6]=2)[CH2:2][CH2:3]1. (9) Reactant: [Br:1][C:2]1[C:11]([S:12]([N:15]([CH2:21][C:22]2[CH:27]=[CH:26][C:25]([O:28][CH3:29])=[CH:24][CH:23]=2)[C:16]2[S:17][CH:18]=[CH:19][N:20]=2)(=[O:14])=[O:13])=[CH:10][C:5]2[O:6][CH2:7][CH2:8][NH:9][C:4]=2[CH:3]=1.Br[C:31]1[CH:36]=[CH:35][C:34]([C:37]([F:40])([F:39])[F:38])=[CH:33][C:32]=1[O:41][CH3:42].CC1(C)C2C(=C(P(C3C=CC=CC=3)C3C=CC=CC=3)C=CC=2)OC2C(P(C3C=CC=CC=3)C3C=CC=CC=3)=CC=CC1=2.C(=O)([O-])[O-].[Cs+].[Cs+]. Product: [Br:1][C:2]1[C:11]([S:12]([N:15]([CH2:21][C:22]2[CH:27]=[CH:26][C:25]([O:28][CH3:29])=[CH:24][CH:23]=2)[C:16]2[S:17][CH:18]=[CH:19][N:20]=2)(=[O:14])=[O:13])=[CH:10][C:5]2[O:6][CH2:7][CH2:8][N:9]([C:31]3[CH:36]=[CH:35][C:34]([C:37]([F:40])([F:39])[F:38])=[CH:33][C:32]=3[O:41][CH3:42])[C:4]=2[CH:3]=1. The catalyst class is: 110.